Predict which catalyst facilitates the given reaction. From a dataset of Catalyst prediction with 721,799 reactions and 888 catalyst types from USPTO. (1) Reactant: [CH2:1]([O:3][C:4]([C:6]1[C:7]([CH3:21])=[N:8][C:9]([N:15]2[CH2:20][CH2:19][O:18][CH2:17][CH2:16]2)=[CH:10][C:11]=1/[CH:12]=[CH:13]/[CH3:14])=[O:5])[CH3:2]. Product: [CH2:1]([O:3][C:4]([C:6]1[C:7]([CH3:21])=[N:8][C:9]([N:15]2[CH2:16][CH2:17][O:18][CH2:19][CH2:20]2)=[CH:10][C:11]=1[CH2:12][CH2:13][CH3:14])=[O:5])[CH3:2]. The catalyst class is: 5. (2) Reactant: [Br:1][C:2]1[CH:3]=[CH:4][C:5]([C:8]2([C:14]#[N:15])[CH2:13][CH2:12][NH:11][CH2:10][CH2:9]2)=[N:6][CH:7]=1.[CH3:16][CH:17]1[C:21](=O)[CH2:20][CH2:19][O:18]1.C(O[BH-](OC(=O)C)OC(=O)C)(=O)C.[Na+].[OH-].[Na+]. Product: [Br:1][C:2]1[CH:3]=[CH:4][C:5]([C:8]2([C:14]#[N:15])[CH2:9][CH2:10][N:11]([C@H:21]3[CH2:20][CH2:19][O:18][C@H:17]3[CH3:16])[CH2:12][CH2:13]2)=[N:6][CH:7]=1. The catalyst class is: 93. (3) Reactant: [Br:1][C:2]1[CH:7]=[CH:6][C:5]([CH2:8][CH2:9][CH2:10][C:11]([NH:13][N:14]([CH2:18][C:19]2[CH:24]=[CH:23][C:22]([C:25]([CH3:28])([CH3:27])[CH3:26])=[CH:21][CH:20]=2)[C:15]([NH2:17])=[O:16])=O)=[CH:4][CH:3]=1.C12(CS(O)(=O)=O)C(C)(C)C(CC1)CC2=O. Product: [Br:1][C:2]1[CH:7]=[CH:6][C:5]([CH2:8][CH2:9][CH2:10][C:11]2[NH:17][C:15](=[O:16])[N:14]([CH2:18][C:19]3[CH:24]=[CH:23][C:22]([C:25]([CH3:28])([CH3:27])[CH3:26])=[CH:21][CH:20]=3)[N:13]=2)=[CH:4][CH:3]=1. The catalyst class is: 25. (4) Reactant: [CH3:1][S:2][C:3]1[N:8]=[C:7]([NH:9][C:10]2([C:13]3[CH:18]=[CH:17][CH:16]=[CH:15][CH:14]=3)[CH2:12][CH2:11]2)[C:6]([C:19]([O:21]CC)=[O:20])=[CH:5][N:4]=1.O[Li].O. Product: [CH3:1][S:2][C:3]1[N:8]=[C:7]([NH:9][C:10]2([C:13]3[CH:14]=[CH:15][CH:16]=[CH:17][CH:18]=3)[CH2:11][CH2:12]2)[C:6]([C:19]([OH:21])=[O:20])=[CH:5][N:4]=1. The catalyst class is: 20. (5) Reactant: [C:1]([C:3]1[CH:4]=[C:5]([CH:9]=[C:10]([CH:14]2[CH2:16][CH2:15]2)[C:11]=1[O:12][CH3:13])[C:6](O)=[O:7])#[N:2].C1(C)C=CC=CC=1.S(Cl)([Cl:26])=O. Product: [C:1]([C:3]1[CH:4]=[C:5]([CH:9]=[C:10]([CH:14]2[CH2:16][CH2:15]2)[C:11]=1[O:12][CH3:13])[C:6]([Cl:26])=[O:7])#[N:2]. The catalyst class is: 9. (6) Reactant: [N+:1]([C:4]1[CH:12]=[C:11]([C:13]([CH2:16][C:17]([CH3:20])([CH3:19])[CH3:18])([CH3:15])[CH3:14])[CH:10]=[C:6]([C:7]([NH2:9])=[O:8])[C:5]=1[OH:21])([O-])=O.[H][H]. Product: [NH2:1][C:4]1[CH:12]=[C:11]([C:13]([CH2:16][C:17]([CH3:20])([CH3:19])[CH3:18])([CH3:14])[CH3:15])[CH:10]=[C:6]([C:7]([NH2:9])=[O:8])[C:5]=1[OH:21]. The catalyst class is: 19. (7) Reactant: COC1C=CC([C@H]([N:11]2[C@H:25]3[C@H:15]([CH2:16][CH2:17][CH2:18][C:19]4[C:20]3=[N:21][CH:22]=[CH:23][CH:24]=4)[CH2:14][CH2:13][CH2:12]2)C)=CC=1.FC(F)(F)C(O)=O. Product: [NH:21]1[C@H:20]2[C@H:19]([CH2:18][CH2:17][CH2:16][C:15]3[C:25]2=[N:11][CH:12]=[CH:13][CH:14]=3)[CH2:24][CH2:23][CH2:22]1. The catalyst class is: 4. (8) Reactant: C[O:2][C:3]([C:5]1[CH:6]=[N:7][N:8]([C:16]2[CH:21]=[CH:20][CH:19]=[CH:18][CH:17]=2)[C:9]=1[CH:10]1[CH2:15][CH2:14][CH2:13][CH2:12][CH2:11]1)=[O:4].[OH-].[Na+].O.Cl. Product: [CH:10]1([C:9]2[N:8]([C:16]3[CH:21]=[CH:20][CH:19]=[CH:18][CH:17]=3)[N:7]=[CH:6][C:5]=2[C:3]([OH:4])=[O:2])[CH2:11][CH2:12][CH2:13][CH2:14][CH2:15]1. The catalyst class is: 8. (9) Reactant: Cl[C:2]1[CH:7]=[N:6][CH:5]=[C:4]([Cl:8])[N:3]=1.[OH:9][CH:10]1[CH2:15][CH2:14][N:13]([C:16]([O:18][C:19]([CH3:22])([CH3:21])[CH3:20])=[O:17])[CH2:12][CH2:11]1. Product: [Cl:8][C:4]1[N:3]=[C:2]([O:9][CH:10]2[CH2:11][CH2:12][N:13]([C:16]([O:18][C:19]([CH3:22])([CH3:21])[CH3:20])=[O:17])[CH2:14][CH2:15]2)[CH:7]=[N:6][CH:5]=1. The catalyst class is: 424.